Task: Predict the reaction yield, written as a fraction of the theoretical maximum amount of product (1.0 means a 100% yield; for example, 0.34 means a 34% yield).. Dataset: Reaction yield outcomes from USPTO patents with 853,638 reactions The reactants are [Br:1][C:2]1[CH:3]=[C:4]2[C:9](=[CH:10][CH:11]=1)[N:8]=[CH:7][C:6]([C:12](=[O:14])[CH3:13])=[C:5]2Cl.Cl.[CH3:17][N:18]([CH2:20][C:21]1[CH:27]=[CH:26][C:24]([NH2:25])=[CH:23][CH:22]=1)[CH3:19]. The product is [Br:1][C:2]1[CH:3]=[C:4]2[C:9](=[CH:10][CH:11]=1)[N:8]=[CH:7][C:6]([C:12](=[O:14])[CH3:13])=[C:5]2[NH:25][C:24]1[CH:23]=[CH:22][C:21]([CH2:20][N:18]([CH3:19])[CH3:17])=[CH:27][CH:26]=1. No catalyst specified. The yield is 0.700.